Task: Predict the reaction yield, written as a fraction of the theoretical maximum amount of product (1.0 means a 100% yield; for example, 0.34 means a 34% yield).. Dataset: Reaction yield outcomes from USPTO patents with 853,638 reactions (1) The reactants are C[O:2][C:3]1[C:8]([O:9][CH3:10])=[CH:7][N:6]=[C:5]([C:11]2[CH:18]=[CH:17][C:14]([C:15]#[N:16])=[CH:13][CH:12]=2)[N:4]=1. The catalyst is Cl.O1CCOCC1.CCOC(C)=O. The product is [CH3:10][O:9][C:8]1[C:3](=[O:2])[NH:4][C:5]([C:11]2[CH:18]=[CH:17][C:14]([C:15]#[N:16])=[CH:13][CH:12]=2)=[N:6][CH:7]=1. The yield is 1.00. (2) The reactants are [CH2:1]1[CH:5]2[CH2:6][NH:7][CH2:8][CH:4]2[CH2:3][N:2]1[C:9]([C:11]1[CH:16]=[CH:15][C:14]([O:17][CH3:18])=[CH:13][C:12]=1[N:19]1[N:23]=[CH:22][CH:21]=[N:20]1)=[O:10].Cl[C:25]1[N:30]=[C:29]([CH3:31])[CH:28]=[C:27]([CH3:32])[N:26]=1. The catalyst is CN(C=O)C.CCOC(C)=O. The product is [CH3:32][C:27]1[CH:28]=[C:29]([CH3:31])[N:30]=[C:25]([N:7]2[CH2:8][CH:4]3[CH:5]([CH2:1][N:2]([C:9]([C:11]4[CH:16]=[CH:15][C:14]([O:17][CH3:18])=[CH:13][C:12]=4[N:19]4[N:20]=[CH:21][CH:22]=[N:23]4)=[O:10])[CH2:3]3)[CH2:6]2)[N:26]=1. The yield is 0.970. (3) The reactants are [Cl:1][C:2]1[C:7]([CH2:8][CH2:9][CH2:10][OH:11])=[C:6](Cl)[N:5]=[C:4](/[CH:13]=[CH:14]/[C:15]2[CH:20]=[CH:19][CH:18]=[CH:17][CH:16]=2)[N:3]=1.C([O-])([O-])=O.[K+].[K+]. The catalyst is CN(C=O)C. The product is [Cl:1][C:2]1[C:7]2[CH2:8][CH2:9][CH2:10][O:11][C:6]=2[N:5]=[C:4](/[CH:13]=[CH:14]/[C:15]2[CH:20]=[CH:19][CH:18]=[CH:17][CH:16]=2)[N:3]=1. The yield is 0.880. (4) The yield is 1.00. The catalyst is C1COCC1. The reactants are [Cl:1][C:2]1[CH:27]=[CH:26][C:5]([O:6][C:7]2[C:16]([C:17]3[C:18]([O:23][CH3:24])=[N:19][CH:20]=[CH:21][CH:22]=3)=[CH:15][C:10]([C:11]([O:13]C)=[O:12])=[C:9]([F:25])[CH:8]=2)=[CH:4][CH:3]=1.[OH-].[Li+]. The product is [Cl:1][C:2]1[CH:27]=[CH:26][C:5]([O:6][C:7]2[C:16]([C:17]3[C:18]([O:23][CH3:24])=[N:19][CH:20]=[CH:21][CH:22]=3)=[CH:15][C:10]([C:11]([OH:13])=[O:12])=[C:9]([F:25])[CH:8]=2)=[CH:4][CH:3]=1. (5) The reactants are [C:1]([CH2:3][CH2:4][NH:5][C:6]1[CH:14]=[CH:13][C:12]([N+:15]([O-:17])=[O:16])=[CH:11][C:7]=1[C:8]([OH:10])=O)#[N:2].[CH2:18]([NH2:20])[CH3:19].CCN(C(C)C)C(C)C.CN(C(ON1N=NC2C=CC=NC1=2)=[N+](C)C)C.F[P-](F)(F)(F)(F)F. The catalyst is CN(C=O)C. The product is [C:1]([CH2:3][CH2:4][NH:5][C:6]1[CH:14]=[CH:13][C:12]([N+:15]([O-:17])=[O:16])=[CH:11][C:7]=1[C:8]([NH:20][CH2:18][CH3:19])=[O:10])#[N:2]. The yield is 0.450. (6) The reactants are Br[C:2]1[CH:3]=[C:4]([N:22]([CH:26]2[CH2:31][CH2:30][O:29][CH2:28][CH2:27]2)[C:23](=[O:25])[CH3:24])[C:5]([CH3:21])=[C:6]([CH:20]=1)[C:7]([NH:9][CH2:10][C:11]1[C:12](=[O:19])[NH:13][C:14]([CH3:18])=[CH:15][C:16]=1[CH3:17])=[O:8].[O:32]1[CH2:37][CH2:36][N:35]([CH2:38][C:39]2[CH:44]=[CH:43][C:42](B(O)O)=[CH:41][CH:40]=2)[CH2:34][CH2:33]1.C(=O)([O-])[O-].[Na+].[Na+]. The catalyst is O1CCOCC1.O.CO.C(Cl)Cl. The product is [CH3:17][C:16]1[CH:15]=[C:14]([CH3:18])[NH:13][C:12](=[O:19])[C:11]=1[CH2:10][NH:9][C:7]([C:6]1[CH:20]=[C:2]([C:42]2[CH:41]=[CH:40][C:39]([CH2:38][N:35]3[CH2:36][CH2:37][O:32][CH2:33][CH2:34]3)=[CH:44][CH:43]=2)[CH:3]=[C:4]([N:22]([CH:26]2[CH2:31][CH2:30][O:29][CH2:28][CH2:27]2)[C:23](=[O:25])[CH3:24])[C:5]=1[CH3:21])=[O:8]. The yield is 0.230. (7) The reactants are [CH2:1]([C@H:8]1[CH2:12][O:11][C:10](=[O:13])[NH:9]1)[C:2]1[CH:7]=[CH:6][CH:5]=[CH:4][CH:3]=1.[Li]CCCC.CCCCCC.[C:25](Cl)(=[O:30])[CH2:26][CH2:27][CH:28]=[CH2:29]. The catalyst is C1COCC1. The product is [CH2:1]([C@H:8]1[CH2:12][O:11][C:10](=[O:13])[N:9]1[C:25](=[O:30])[CH2:26][CH2:27][CH:28]=[CH2:29])[C:2]1[CH:3]=[CH:4][CH:5]=[CH:6][CH:7]=1. The yield is 0.720. (8) The reactants are Br[C:2]1[CH:3]=[C:4]([O:15][CH3:16])[C:5]2[NH:10][C:9](=[O:11])[O:8][C:7]([CH3:13])([CH3:12])[C:6]=2[CH:14]=1.B1(B2OC(C)(C)C(C)(C)O2)OC(C)(C)C(C)(C)O1.C([O-])(=O)C.[K+].Br[C:41]1[CH:42]=[C:43]([CH:46]=[C:47]([F:49])[CH:48]=1)[C:44]#[N:45].C(=O)([O-])[O-].[Na+].[Na+]. The catalyst is CN(C=O)C.O.[Cl-].[Na+].O.C1C=CC(P(C2C=CC=CC=2)[C-]2C=CC=C2)=CC=1.C1C=CC(P(C2C=CC=CC=2)[C-]2C=CC=C2)=CC=1.Cl[Pd]Cl.[Fe+2].C(OCC)(=O)C. The product is [CH3:12][C:7]1([CH3:13])[C:6]2[CH:14]=[C:2]([C:41]3[CH:42]=[C:43]([CH:46]=[C:47]([F:49])[CH:48]=3)[C:44]#[N:45])[CH:3]=[C:4]([O:15][CH3:16])[C:5]=2[NH:10][C:9](=[O:11])[O:8]1. The yield is 0.330.